This data is from Full USPTO retrosynthesis dataset with 1.9M reactions from patents (1976-2016). The task is: Predict the reactants needed to synthesize the given product. (1) The reactants are: [Cl:1][C:2]1[CH:3]=[C:4]([CH:18]=[C:19]([Cl:21])[CH:20]=1)[CH2:5][C:6]1[C:7]([CH2:16][CH3:17])=[N:8][N:9]([CH2:13][CH2:14][NH2:15])[C:10]=1[CH2:11][CH3:12].[CH3:22][N:23]1[CH:27]=[C:26]([S:28](Cl)(=[O:30])=[O:29])[N:25]=[CH:24]1.C(N(CC)CC)C. Given the product [Cl:1][C:2]1[CH:3]=[C:4]([CH:18]=[C:19]([Cl:21])[CH:20]=1)[CH2:5][C:6]1[C:7]([CH2:16][CH3:17])=[N:8][N:9]([CH2:13][CH2:14][NH:15][S:28]([C:26]2[N:25]=[CH:24][N:23]([CH3:22])[CH:27]=2)(=[O:30])=[O:29])[C:10]=1[CH2:11][CH3:12], predict the reactants needed to synthesize it. (2) The reactants are: C[O:2][C:3]([C:5]1[CH:14]=[C:13]([O:15][C@H:16]([CH3:31])[C:17]([N:19]2[CH2:23][CH2:22][CH2:21][C@H:20]2[C:24](=[O:30])[NH:25][CH:26]2[CH2:29][CH2:28][CH2:27]2)=[O:18])[C:12]2[C:7](=[CH:8][C:9]([CH3:32])=[CH:10][CH:11]=2)[N:6]=1)=[O:4].[OH-].[Na+].Cl. Given the product [CH:26]1([NH:25][C:24]([C@@H:20]2[CH2:21][CH2:22][CH2:23][N:19]2[C:17](=[O:18])[C@@H:16]([CH3:31])[O:15][C:13]2[C:12]3[C:7](=[CH:8][C:9]([CH3:32])=[CH:10][CH:11]=3)[N:6]=[C:5]([C:3]([OH:4])=[O:2])[CH:14]=2)=[O:30])[CH2:27][CH2:28][CH2:29]1, predict the reactants needed to synthesize it. (3) Given the product [Cl:31][C:32]1[N:33]=[CH:34][C:35]([CH2:13][CH2:12][C@@H:11]([NH:14][C:15](=[O:21])[O:16][C:17]([CH3:20])([CH3:19])[CH3:18])[CH2:10][C:3]2[C:4]3[C:9](=[CH:8][CH:7]=[CH:6][CH:5]=3)[NH:1][CH:2]=2)=[CH:36][C:37]=1/[CH:38]=[CH:39]/[C:40]1[CH:41]=[CH:42][N:43]=[CH:44][CH:45]=1, predict the reactants needed to synthesize it. The reactants are: [NH:1]1[C:9]2[C:4](=[CH:5][CH:6]=[CH:7][CH:8]=2)[C:3]([CH2:10][C@H:11]([NH:14][C:15](=[O:21])[O:16][C:17]([CH3:20])([CH3:19])[CH3:18])[CH:12]=[CH2:13])=[CH:2]1.B1C2CCCC1CCC2.[Cl:31][C:32]1[C:37](/[CH:38]=[CH:39]/[C:40]2[CH:45]=[CH:44][N:43]=[CH:42][CH:41]=2)=[CH:36][C:35](I)=[CH:34][N:33]=1.C([O-])([O-])=O.[Cs+].[Cs+]. (4) Given the product [CH3:3][C:4]1[CH:5]=[CH:6][C:7]([C:10]2[C:11](=[O:26])[N:12]([CH2:20][C:21]([OH:23])=[O:22])[C:13]3([CH2:19][CH2:18][CH2:17][CH2:16][CH2:15]3)[N:14]=2)=[CH:8][CH:9]=1, predict the reactants needed to synthesize it. The reactants are: [OH-].[Na+].[CH3:3][C:4]1[CH:9]=[CH:8][C:7]([C:10]2[C:11](=[O:26])[N:12]([CH2:20][C:21]([O:23]CC)=[O:22])[C:13]3([CH2:19][CH2:18][CH2:17][CH2:16][CH2:15]3)[N:14]=2)=[CH:6][CH:5]=1.O. (5) Given the product [F:27][C:22]1[CH:23]=[CH:24][CH:25]=[CH:26][C:21]=1[N:20]1[C:16]([C:11]2[CH:12]=[CH:13][CH:14]=[CH:15][C:10]=2[C:5]2[CH:6]=[CH:7][CH:8]=[CH:9][C:4]=2[O:3][CH:1]([CH3:29])[CH3:2])=[N:17][N:18]=[N:19]1, predict the reactants needed to synthesize it. The reactants are: [CH2:1]([O:3][C:4]1[CH:9]=[CH:8][CH:7]=[CH:6][C:5]=1[C:10]1[CH:15]=[CH:14][CH:13]=[CH:12][C:11]=1[C:16]1[N:20]([C:21]2[CH:26]=[CH:25][CH:24]=[CH:23][C:22]=2[F:27])[N:19]=[N:18][N:17]=1)[CH3:2].I[CH:29](C)C. (6) Given the product [CH:1]([C:4]1[N:5]=[C:6]([CH2:9][CH2:10][C:11]2[CH:37]=[CH:36][N:14]3[C:15](=[O:35])[C:16](/[CH:26]=[CH:27]/[C:28]([OH:30])=[O:29])=[C:17]([O:19][CH2:20][CH:21]4[CH2:25][CH2:24][O:23][CH2:22]4)[N:18]=[C:13]3[CH:12]=2)[S:7][CH:8]=1)([CH3:3])[CH3:2], predict the reactants needed to synthesize it. The reactants are: [CH:1]([C:4]1[N:5]=[C:6]([CH2:9][CH2:10][C:11]2[CH:37]=[CH:36][N:14]3[C:15](=[O:35])[C:16](/[CH:26]=[CH:27]/[C:28]([O:30]C(C)(C)C)=[O:29])=[C:17]([O:19][CH2:20][CH:21]4[CH2:25][CH2:24][O:23][CH2:22]4)[N:18]=[C:13]3[CH:12]=2)[S:7][CH:8]=1)([CH3:3])[CH3:2]. (7) Given the product [CH3:1][C:2]1([CH3:20])[CH2:7][CH:6]([CH2:8][CH2:9][CH2:10][CH2:11][OH:12])[CH2:5][CH2:4][O:3]1, predict the reactants needed to synthesize it. The reactants are: [CH3:1][C:2]1([CH3:20])[CH2:7][CH:6]([CH:8]=[CH:9][CH2:10][CH2:11][O:12]CC2C=CC=CC=2)[CH2:5][CH2:4][O:3]1. (8) Given the product [CH3:14][C@@H:9]1[CH2:10][O:11][CH2:12][CH2:13][N:8]1[C:6]1[CH:5]=[C:4]([C:15]2([S:21]([CH3:24])(=[O:23])=[O:22])[CH2:20][CH2:19][O:18][CH2:17][CH2:16]2)[N:3]=[C:2]([C:35]2[CH:36]=[CH:37][CH:38]=[C:39]3[C:34]=2[CH:33]=[CH:32][NH:31]3)[N:7]=1, predict the reactants needed to synthesize it. The reactants are: Cl[C:2]1[N:7]=[C:6]([N:8]2[CH2:13][CH2:12][O:11][CH2:10][C@H:9]2[CH3:14])[CH:5]=[C:4]([C:15]2([S:21]([CH3:24])(=[O:23])=[O:22])[CH2:20][CH2:19][O:18][CH2:17][CH2:16]2)[N:3]=1.C(=O)([O-])[O-].[Na+].[Na+].[NH:31]1[C:39]2[C:34](=[C:35](B(O)O)[CH:36]=[CH:37][CH:38]=2)[CH:33]=[CH:32]1.